Dataset: NCI-60 drug combinations with 297,098 pairs across 59 cell lines. Task: Regression. Given two drug SMILES strings and cell line genomic features, predict the synergy score measuring deviation from expected non-interaction effect. (1) Drug 1: CN(CCCl)CCCl.Cl. Drug 2: CCC1(C2=C(COC1=O)C(=O)N3CC4=CC5=C(C=CC(=C5CN(C)C)O)N=C4C3=C2)O.Cl. Cell line: SR. Synergy scores: CSS=84.5, Synergy_ZIP=-0.168, Synergy_Bliss=0.463, Synergy_Loewe=0.506, Synergy_HSA=2.96. (2) Drug 1: CC1OCC2C(O1)C(C(C(O2)OC3C4COC(=O)C4C(C5=CC6=C(C=C35)OCO6)C7=CC(=C(C(=C7)OC)O)OC)O)O. Drug 2: C1=CN(C(=O)N=C1N)C2C(C(C(O2)CO)O)O.Cl. Cell line: HCC-2998. Synergy scores: CSS=31.6, Synergy_ZIP=-3.37, Synergy_Bliss=-3.07, Synergy_Loewe=-0.0482, Synergy_HSA=1.71.